Dataset: Reaction yield outcomes from USPTO patents with 853,638 reactions. Task: Predict the reaction yield, written as a fraction of the theoretical maximum amount of product (1.0 means a 100% yield; for example, 0.34 means a 34% yield). (1) The reactants are [CH2:1]([C:3]1[N:4]([C:28]2[CH:33]=[CH:32][C:31]([C:34]([OH:37])([CH3:36])[CH3:35])=[CH:30][CH:29]=2)[C:5](=[O:27])[C:6]([CH2:12][C:13]2[CH:18]=[CH:17][C:16]([C:19]3[C:20]([C:25]#[N:26])=[CH:21][CH:22]=[CH:23][CH:24]=3)=[CH:15][CH:14]=2)=[C:7]([CH2:9][CH2:10][CH3:11])[N:8]=1)[CH3:2].[H-].[Na+].[CH3:40]I. The catalyst is CN(C)C=O.C(OCC)(=O)C. The product is [CH2:1]([C:3]1[N:4]([C:28]2[CH:33]=[CH:32][C:31]([C:34]([O:37][CH3:40])([CH3:35])[CH3:36])=[CH:30][CH:29]=2)[C:5](=[O:27])[C:6]([CH2:12][C:13]2[CH:14]=[CH:15][C:16]([C:19]3[C:20]([C:25]#[N:26])=[CH:21][CH:22]=[CH:23][CH:24]=3)=[CH:17][CH:18]=2)=[C:7]([CH2:9][CH2:10][CH3:11])[N:8]=1)[CH3:2]. The yield is 0.320. (2) The reactants are [CH3:1][N:2]1[C:10]2[C:5](=[CH:6][C:7]([S:11]([N:14]3[CH2:18][CH2:17]C[C@H:15]3[CH2:19][O:20][C:21]3[CH:26]=[CH:25][CH:24]=[CH:23][CH:22]=3)(=[O:13])=[O:12])=[CH:8][CH:9]=2)[C:4](=[O:27])[C:3]1=[O:28].O(C[C@@H]1CCN1S(C1C=C2C(=CC=1)NC(=O)C2=O)(=O)=O)C1C=CC=CC=1. No catalyst specified. The product is [CH3:1][N:2]1[C:10]2[C:5](=[CH:6][C:7]([S:11]([N:14]3[CH2:18][CH2:17][C@H:15]3[CH2:19][O:20][C:21]3[CH:26]=[CH:25][CH:24]=[CH:23][CH:22]=3)(=[O:12])=[O:13])=[CH:8][CH:9]=2)[C:4](=[O:27])[C:3]1=[O:28]. The yield is 0.480. (3) The reactants are Br[C:2]1[C:3]2[N:10]([CH2:11][CH3:12])[C:9]([C:13]3[C:14]([NH2:18])=[N:15][O:16][N:17]=3)=[N:8][C:4]=2[CH:5]=[N:6][CH:7]=1.C1(P(C2C=CC=CC=2)C2C=CC3C(=CC=CC=3)C=2C2C3C(=CC=CC=3)C=CC=2P(C2C=CC=CC=2)C2C=CC=CC=2)C=CC=CC=1.[CH3:65][O:66][C:67]1[CH:72]=[CH:71][C:70]([SH:73])=[CH:69][CH:68]=1.CC(C)([O-])C.[Na+]. The yield is 0.560. The product is [CH2:11]([N:10]1[C:3]2[C:2]([S:73][C:70]3[CH:71]=[CH:72][C:67]([O:66][CH3:65])=[CH:68][CH:69]=3)=[CH:7][N:6]=[CH:5][C:4]=2[N:8]=[C:9]1[C:13]1[C:14]([NH2:18])=[N:15][O:16][N:17]=1)[CH3:12]. The catalyst is O1CCOCC1.C1(C)C=CC=CC=1.C(OCC)(=O)C.C1C=CC(/C=C/C(/C=C/C2C=CC=CC=2)=O)=CC=1.C1C=CC(/C=C/C(/C=C/C2C=CC=CC=2)=O)=CC=1.C1C=CC(/C=C/C(/C=C/C2C=CC=CC=2)=O)=CC=1.[Pd].[Pd].